From a dataset of Catalyst prediction with 721,799 reactions and 888 catalyst types from USPTO. Predict which catalyst facilitates the given reaction. (1) Reactant: C[O:2][C:3](=[O:38])[C:4]([O:7][C:8]1[CH:13]=[CH:12][C:11]([O:14][CH2:15][CH2:16][C:17]2[N:18]=[C:19]([C:26]3[CH:31]=[CH:30][C:29]([C:32]4[CH:37]=[CH:36][CH:35]=[CH:34][CH:33]=4)=[CH:28][CH:27]=3)[O:20][C:21]=2[C:22]([F:25])([F:24])[F:23])=[CH:10][CH:9]=1)([CH3:6])[CH3:5].[OH-].[Na+].Cl. Product: [C:29]1([C:32]2[CH:37]=[CH:36][CH:35]=[CH:34][CH:33]=2)[CH:28]=[CH:27][C:26]([C:19]2[O:20][C:21]([C:22]([F:25])([F:24])[F:23])=[C:17]([CH2:16][CH2:15][O:14][C:11]3[CH:12]=[CH:13][C:8]([O:7][C:4]([CH3:6])([CH3:5])[C:3]([OH:38])=[O:2])=[CH:9][CH:10]=3)[N:18]=2)=[CH:31][CH:30]=1. The catalyst class is: 8. (2) Reactant: [F:1][C:2]1[CH:3]=[C:4]([CH2:13][CH2:14][C:15]([OH:17])=O)[CH:5]=[C:6]([F:12])[C:7]=1[C:8]([F:11])([F:10])[F:9].C1CN([P+](ON2N=NC3C=CC=CC2=3)(N2CCCC2)N2CCCC2)CC1.F[P-](F)(F)(F)(F)F.[CH2:51]([N:53]1[C:57]([CH2:58][CH2:59][CH2:60][NH2:61])=[CH:56][C:55]([CH3:62])=[N:54]1)[CH3:52].C(N(C(C)C)C(C)C)C. Product: [F:12][C:6]1[CH:5]=[C:4]([CH2:13][CH2:14][C:15]([NH:61][CH2:60][CH2:59][CH2:58][C:57]2[N:53]([CH2:51][CH3:52])[N:54]=[C:55]([CH3:62])[CH:56]=2)=[O:17])[CH:3]=[C:2]([F:1])[C:7]=1[C:8]([F:9])([F:10])[F:11]. The catalyst class is: 39.